From a dataset of Full USPTO retrosynthesis dataset with 1.9M reactions from patents (1976-2016). Predict the reactants needed to synthesize the given product. (1) Given the product [CH:23]1([N:20]2[CH2:21][CH2:22][N:17]([C:15](=[O:16])[CH2:14][N:11]3[CH2:12][CH2:13][N:8]([C:5]4[N:4]=[N:3][C:2]([C:32]5[S:33][CH:34]=[CH:35][N:36]=5)=[CH:7][CH:6]=4)[CH2:9][CH2:10]3)[CH2:18][CH2:19]2)[CH2:26][CH2:25][CH2:24]1, predict the reactants needed to synthesize it. The reactants are: Cl[C:2]1[N:3]=[N:4][C:5]([N:8]2[CH2:13][CH2:12][N:11]([CH2:14][C:15]([N:17]3[CH2:22][CH2:21][N:20]([CH:23]4[CH2:26][CH2:25][CH2:24]4)[CH2:19][CH2:18]3)=[O:16])[CH2:10][CH2:9]2)=[CH:6][CH:7]=1.C([Sn](CCCC)(CCCC)[C:32]1[S:33][CH:34]=[CH:35][N:36]=1)CCC. (2) The reactants are: C([O:3][C:4](=[O:30])[C:5]([CH3:29])([CH3:28])[CH2:6][NH:7][C:8]1[N:13]=[C:12]([NH:14][C:15]2[N:20]=[CH:19][C:18]3[N:21]=[C:22]([CH3:27])[N:23]([CH:24]([CH3:26])[CH3:25])[C:17]=3[CH:16]=2)[CH:11]=[CH:10][N:9]=1)C. Given the product [CH:24]([N:23]1[C:17]2[CH:16]=[C:15]([NH:14][C:12]3[CH:11]=[CH:10][N:9]=[C:8]([NH:7][CH2:6][C:5]([CH3:28])([CH3:29])[C:4]([OH:30])=[O:3])[N:13]=3)[N:20]=[CH:19][C:18]=2[N:21]=[C:22]1[CH3:27])([CH3:26])[CH3:25], predict the reactants needed to synthesize it. (3) Given the product [CH2:1]([O:8][C:9](=[O:15])[NH:10][CH:11]([CH3:17])[CH2:12][CH2:13][CH2:14][C:29]1[CH:34]=[C:33]([C:35]([F:38])([F:37])[F:36])[CH:32]=[CH:31][N:30]=1)[C:2]1[CH:7]=[CH:6][CH:5]=[CH:4][CH:3]=1, predict the reactants needed to synthesize it. The reactants are: [CH2:1]([O:8][C:9](=[O:15])[NH:10][CH2:11][CH2:12][CH:13]=[CH2:14])[C:2]1[CH:7]=[CH:6][CH:5]=[CH:4][CH:3]=1.B1C2CCC[CH:17]1CCC2.[OH-].[Na+].O.Br[C:29]1[CH:34]=[C:33]([C:35]([F:38])([F:37])[F:36])[CH:32]=[CH:31][N:30]=1.